From a dataset of Full USPTO retrosynthesis dataset with 1.9M reactions from patents (1976-2016). Predict the reactants needed to synthesize the given product. (1) Given the product [N:1]1([C:8]2[CH:15]=[CH:14][C:11]([C:12]#[N:13])=[CH:10][CH:9]=2)[CH2:6][CH2:5][O:4][CH2:3][CH2:2]1, predict the reactants needed to synthesize it. The reactants are: [NH:1]1[CH2:6][CH2:5][O:4][CH2:3][CH2:2]1.Cl[C:8]1[CH:15]=[CH:14][C:11]([C:12]#[N:13])=[CH:10][CH:9]=1. (2) The reactants are: [C:1]([C:4]1[CH:5]=[C:6]([C:11]2[C:12]([C:17]([O:19][CH3:20])=[O:18])=[N:13][CH:14]=[CH:15][CH:16]=2)[CH:7]=[CH:8][C:9]=1[Cl:10])([OH:3])=O.C(Cl)(=O)C(Cl)=O.[NH2:27][CH2:28][C:29]1([OH:36])[CH2:35][CH2:34][CH2:33][CH2:32][CH2:31][CH2:30]1.C(N(CC)CC)C. Given the product [Cl:10][C:9]1[CH:8]=[CH:7][C:6]([C:11]2[C:12]([C:17]([O:19][CH3:20])=[O:18])=[N:13][CH:14]=[CH:15][CH:16]=2)=[CH:5][C:4]=1[C:1]([NH:27][CH2:28][C:29]1([OH:36])[CH2:35][CH2:34][CH2:33][CH2:32][CH2:31][CH2:30]1)=[O:3], predict the reactants needed to synthesize it.